Dataset: Catalyst prediction with 721,799 reactions and 888 catalyst types from USPTO. Task: Predict which catalyst facilitates the given reaction. (1) Reactant: [C:1]([NH:9][CH:10]([CH3:18])[CH:11]([CH3:17])[C:12]([O:14]CC)=[O:13])(=[O:8])[C:2]1[CH:7]=[CH:6][CH:5]=[CH:4][CH:3]=1.[OH-].[Li+]. Product: [C:1]([NH:9][CH:10]([CH3:18])[CH:11]([CH3:17])[C:12]([OH:14])=[O:13])(=[O:8])[C:2]1[CH:7]=[CH:6][CH:5]=[CH:4][CH:3]=1. The catalyst class is: 24. (2) Reactant: [Br:1][C:2]1[CH:3]=[N:4][N:5]([CH2:16][CH3:17])[C:6]=1[C:7]1[CH:8]=[C:9]([C:12]([O:14]C)=[O:13])[S:10][CH:11]=1.[OH-].[K+]. Product: [Br:1][C:2]1[CH:3]=[N:4][N:5]([CH2:16][CH3:17])[C:6]=1[C:7]1[CH:8]=[C:9]([C:12]([OH:14])=[O:13])[S:10][CH:11]=1. The catalyst class is: 20. (3) Reactant: [OH:1][C:2]1[CH:7]=[CH:6][C:5]([C:8]2[N:16]([CH2:17][O:18][CH2:19][CH2:20][Si:21]([CH3:24])([CH3:23])[CH3:22])[C:15]3[C:14](=[O:25])[N:13]([CH2:26][CH2:27][CH3:28])[C:12](=[O:29])[N:11]([CH2:30][CH2:31][CH3:32])[C:10]=3[N:9]=2)=[CH:4][CH:3]=1.[CH3:33][O:34][C:35]([C:37]1(C)[CH2:41][CH:40](S(C)(=O)=O)[CH2:39][N:38]1[C:46]([O:48][C:49]([CH3:52])([CH3:51])[CH3:50])=[O:47])=[O:36].[C:54]([O-])([O-])=O.[K+].[K+]. Product: [CH3:33][O:34][C:35]([CH:37]1[CH2:41][CH:40]([CH2:54][O:1][C:2]2[CH:3]=[CH:4][C:5]([C:8]3[N:16]([CH2:17][O:18][CH2:19][CH2:20][Si:21]([CH3:23])([CH3:22])[CH3:24])[C:15]4[C:14](=[O:25])[N:13]([CH2:26][CH2:27][CH3:28])[C:12](=[O:29])[N:11]([CH2:30][CH2:31][CH3:32])[C:10]=4[N:9]=3)=[CH:6][CH:7]=2)[CH2:39][N:38]1[C:46]([O:48][C:49]([CH3:50])([CH3:51])[CH3:52])=[O:47])=[O:36]. The catalyst class is: 3. (4) Reactant: [C:1]([O:5][C:6]([C:8]1[N:13]=[C:12]([CH:14]2[CH2:19][CH2:18][NH:17][CH2:16][CH2:15]2)[CH:11]=[CH:10][CH:9]=1)=[O:7])([CH3:4])([CH3:3])[CH3:2].C=O.[C:22]([BH3-])#N.[Na+]. The catalyst class is: 5. Product: [C:1]([O:5][C:6]([C:8]1[N:13]=[C:12]([CH:14]2[CH2:19][CH2:18][N:17]([CH3:22])[CH2:16][CH2:15]2)[CH:11]=[CH:10][CH:9]=1)=[O:7])([CH3:4])([CH3:2])[CH3:3].